Dataset: Forward reaction prediction with 1.9M reactions from USPTO patents (1976-2016). Task: Predict the product of the given reaction. (1) Given the reactants [F:1][C:2]1[CH:3]=[C:4]([C:9]2[O:10][C:11]3[CH:17]=[C:16]([O:18][CH2:19][C@@H:20]([NH:22][C:23](=[O:25])[CH3:24])[CH3:21])[CH:15]=[CH:14][C:12]=3[N:13]=2)[CH:5]=[CH:6][C:7]=1[OH:8].Br[CH2:27][CH:28]1[CH2:30][C:29]1([F:32])[F:31].C(=O)([O-])[O-].[K+].[K+], predict the reaction product. The product is: [F:31][C:29]1([F:32])[CH2:30][CH:28]1[CH2:27][O:8][C:7]1[CH:6]=[CH:5][C:4]([C:9]2[O:10][C:11]3[CH:17]=[C:16]([O:18][CH2:19][C@@H:20]([NH:22][C:23](=[O:25])[CH3:24])[CH3:21])[CH:15]=[CH:14][C:12]=3[N:13]=2)=[CH:3][C:2]=1[F:1]. (2) The product is: [F:32][C:2]([F:1])([F:31])[CH2:3][NH:4][C:5]([C:7]1([CH2:21][CH2:22][CH2:23][CH2:24][N:25]2[CH2:26][CH2:27][N:28]([C:40](=[O:41])[CH2:39][C:33]3[CH:38]=[CH:37][CH:36]=[CH:35][CH:34]=3)[CH2:29][CH2:30]2)[C:20]2[CH:19]=[CH:18][CH:17]=[CH:16][C:15]=2[O:14][C:13]2[C:8]1=[CH:9][CH:10]=[CH:11][CH:12]=2)=[O:6]. Given the reactants [F:1][C:2]([F:32])([F:31])[CH2:3][NH:4][C:5]([C:7]1([CH2:21][CH2:22][CH2:23][CH2:24][N:25]2[CH2:30][CH2:29][NH:28][CH2:27][CH2:26]2)[C:20]2[CH:19]=[CH:18][CH:17]=[CH:16][C:15]=2[O:14][C:13]2[C:8]1=[CH:9][CH:10]=[CH:11][CH:12]=2)=[O:6].[C:33]1([CH2:39][C:40](Cl)=[O:41])[CH:38]=[CH:37][CH:36]=[CH:35][CH:34]=1, predict the reaction product. (3) Given the reactants [Br:1][C:2]1[CH:3]=[C:4]([Cl:8])[CH:5]=[CH:6][CH:7]=1.[C:9](=[O:11])=[O:10], predict the reaction product. The product is: [Br:1][C:2]1[CH:7]=[CH:6][CH:5]=[C:4]([Cl:8])[C:3]=1[C:9]([OH:11])=[O:10].